Dataset: NCI-60 drug combinations with 297,098 pairs across 59 cell lines. Task: Regression. Given two drug SMILES strings and cell line genomic features, predict the synergy score measuring deviation from expected non-interaction effect. (1) Drug 1: CC1=C(C=C(C=C1)NC(=O)C2=CC=C(C=C2)CN3CCN(CC3)C)NC4=NC=CC(=N4)C5=CN=CC=C5. Drug 2: C1C(C(OC1N2C=NC3=C2NC=NCC3O)CO)O. Cell line: SR. Synergy scores: CSS=2.65, Synergy_ZIP=3.26, Synergy_Bliss=6.40, Synergy_Loewe=1.52, Synergy_HSA=1.99. (2) Drug 1: C1CCC(CC1)NC(=O)N(CCCl)N=O. Drug 2: CC1=C(C=C(C=C1)C(=O)NC2=CC(=CC(=C2)C(F)(F)F)N3C=C(N=C3)C)NC4=NC=CC(=N4)C5=CN=CC=C5. Cell line: SF-539. Synergy scores: CSS=3.09, Synergy_ZIP=1.14, Synergy_Bliss=0.343, Synergy_Loewe=-1.18, Synergy_HSA=-0.308. (3) Drug 1: C1=CC(=CC=C1C#N)C(C2=CC=C(C=C2)C#N)N3C=NC=N3. Drug 2: C1=NC2=C(N=C(N=C2N1C3C(C(C(O3)CO)O)O)F)N. Cell line: CCRF-CEM. Synergy scores: CSS=58.8, Synergy_ZIP=2.42, Synergy_Bliss=-1.50, Synergy_Loewe=-5.27, Synergy_HSA=1.16. (4) Drug 1: CC1=C(C(CCC1)(C)C)C=CC(=CC=CC(=CC(=O)O)C)C. Drug 2: C(CC(=O)O)C(=O)CN.Cl. Cell line: COLO 205. Synergy scores: CSS=5.64, Synergy_ZIP=-2.45, Synergy_Bliss=-1.07, Synergy_Loewe=-5.17, Synergy_HSA=-6.06. (5) Drug 1: CN1C(=O)N2C=NC(=C2N=N1)C(=O)N. Drug 2: CC1=C(N=C(N=C1N)C(CC(=O)N)NCC(C(=O)N)N)C(=O)NC(C(C2=CN=CN2)OC3C(C(C(C(O3)CO)O)O)OC4C(C(C(C(O4)CO)O)OC(=O)N)O)C(=O)NC(C)C(C(C)C(=O)NC(C(C)O)C(=O)NCCC5=NC(=CS5)C6=NC(=CS6)C(=O)NCCC[S+](C)C)O. Cell line: SNB-19. Synergy scores: CSS=9.42, Synergy_ZIP=-5.69, Synergy_Bliss=-0.720, Synergy_Loewe=-19.4, Synergy_HSA=-1.94. (6) Drug 1: CC1=C(C=C(C=C1)C(=O)NC2=CC(=CC(=C2)C(F)(F)F)N3C=C(N=C3)C)NC4=NC=CC(=N4)C5=CN=CC=C5. Drug 2: CCC1(C2=C(COC1=O)C(=O)N3CC4=CC5=C(C=CC(=C5CN(C)C)O)N=C4C3=C2)O.Cl. Cell line: HT29. Synergy scores: CSS=13.3, Synergy_ZIP=-8.16, Synergy_Bliss=-5.40, Synergy_Loewe=-25.1, Synergy_HSA=-5.87. (7) Drug 1: CC1C(C(CC(O1)OC2CC(CC3=C2C(=C4C(=C3O)C(=O)C5=C(C4=O)C(=CC=C5)OC)O)(C(=O)CO)O)N)O.Cl. Drug 2: CC1=CC2C(CCC3(C2CCC3(C(=O)C)OC(=O)C)C)C4(C1=CC(=O)CC4)C. Cell line: HCT116. Synergy scores: CSS=4.50, Synergy_ZIP=1.69, Synergy_Bliss=3.12, Synergy_Loewe=0.0956, Synergy_HSA=0.586. (8) Drug 1: C(=O)(N)NO. Drug 2: C1CCC(C(C1)N)N.C(=O)(C(=O)[O-])[O-].[Pt+4]. Cell line: HT29. Synergy scores: CSS=28.9, Synergy_ZIP=3.53, Synergy_Bliss=3.13, Synergy_Loewe=-10.3, Synergy_HSA=1.54.